Dataset: Reaction yield outcomes from USPTO patents with 853,638 reactions. Task: Predict the reaction yield, written as a fraction of the theoretical maximum amount of product (1.0 means a 100% yield; for example, 0.34 means a 34% yield). (1) The reactants are C([O:5][C:6](=[O:19])[CH2:7][CH:8]([OH:18])[CH2:9][CH2:10][C:11]1[CH:16]=[CH:15][C:14]([I:17])=[CH:13][CH:12]=1)(C)(C)C. The catalyst is C1(C)C=CC=CC=1. The product is [OH:18][CH:8]([CH2:9][CH2:10][C:11]1[CH:12]=[CH:13][C:14]([I:17])=[CH:15][CH:16]=1)[CH2:7][C:6]([OH:19])=[O:5]. The yield is 0.570. (2) The reactants are N[C@H](C(O)=O)CS.C1(=O)NC(=O)C=C1.[OH:15][C:16]([CH2:18][CH2:19][CH2:20][CH2:21][C@H:22]1[C@@H:30]2[C@@H:25]([NH:26][C:27]([NH:29]2)=[O:28])[CH2:24][S:23]1)=[O:17]. No catalyst specified. The product is [OH:17][C:16]([CH2:18][CH2:19][CH2:20][CH2:21][C@H:22]1[C@@H:30]2[C@@H:25]([NH:26][C:27]([NH:29]2)=[O:28])[CH2:24][S:23]1)=[O:15]. The yield is 1.00.